Dataset: Peptide-MHC class I binding affinity with 185,985 pairs from IEDB/IMGT. Task: Regression. Given a peptide amino acid sequence and an MHC pseudo amino acid sequence, predict their binding affinity value. This is MHC class I binding data. (1) The peptide sequence is KTNFQNHKG. The MHC is HLA-A03:01 with pseudo-sequence HLA-A03:01. The binding affinity (normalized) is 0.0847. (2) The binding affinity (normalized) is 0. The MHC is HLA-A68:02 with pseudo-sequence HLA-A68:02. The peptide sequence is AVDPAKAYK. (3) The peptide sequence is YRYLRHGKL. The MHC is HLA-B08:01 with pseudo-sequence HLA-B08:01. The binding affinity (normalized) is 0.570. (4) The peptide sequence is YLLMHLVSL. The MHC is HLA-A68:02 with pseudo-sequence HLA-A68:02. The binding affinity (normalized) is 0.172.